From a dataset of Experimentally validated miRNA-target interactions with 360,000+ pairs, plus equal number of negative samples. Binary Classification. Given a miRNA mature sequence and a target amino acid sequence, predict their likelihood of interaction. (1) The miRNA is hsa-miR-516b-5p with sequence AUCUGGAGGUAAGAAGCACUUU. The protein sequence of the target gene is MWRLLARASAPLLRVPLSDSWALLPASAGVKTLLPVPSFEDVSIPEKPKLRFIERAPLVPKVRREPKNLSDIRGPSTEATEFTEGNFAILALGGGYLHWGHFEMMRLTINRSMDPKNMFAIWRVPAPFKPITRKSVGHRMGGGKGAIDHYVTPVKAGRLVVEMGGRCEFEEVQGFLDQVAHKLPFAAKAVSRGTLEKMRKDQEERERNNQNPWTFERIATANMLGIRKVLSPYDLTHKGKYWGKFYMPKRV. Result: 0 (no interaction). (2) The miRNA is mmu-miR-467f with sequence AUAUACACACACACACCUACA. The protein sequence of the target gene is MAVLAALLRSGARSRSPLLRRLVQEIRYVERSYVSKPTLKEVVIVSATRTPIGSFLGSLSLLPATKLGSIAIQGAIEKAGIPKEEVKEAYMGNVLQGGEGQAPTRQAVLGAGLPISTPCTTINKVCASGMKAIMMASQSLMCGHQDVMVAGGMESMSNVPYVMNRGSTPYGGVKLEDLIVKDGLTDVYNKIHMGSCAENTAKKLNIARNEQDAYAINSYTRSKAAWEAGKFGNEVIPVTVTVKGQPDVVVKEDEEYKRVDFSKVPKLKTVFQKENGTVTAANASTLNDGAAALVLMTADA.... Result: 0 (no interaction). (3) The miRNA is hsa-miR-4756-3p with sequence CCAGAGAUGGUUGCCUUCCUAU. The protein sequence of the target gene is MGSWTPRSPRSPLHAVLLRWGPRRLPPLLPLLLLLWPPPLQVGGFNLDAEAPAVLSGPPGSLFGFSVEFYRPGRDGVSVLVGAPKANTSQPGVLQGGAVYVCPWGTSPIQCTTIQFDSKGSRILESSLYSAKGEEPVEYKSLQWFGATVRAHGSSILACAPLYSWRTEKDPQNDPVGTCYLSTENFTRILEYAPCRSDFGSAAGQGYCQGGFSAEFTKTGRVVLGGPGSYFWQGQILSATQEQISESYYPEYLINPVQGQLQTRQASSVYDDSYLGYSVAVGEFSGDDTEDFVAGVPKGN.... Result: 0 (no interaction). (4) The miRNA is hsa-miR-6885-3p with sequence CUUUGCUUCCUGCUCCCCUAG. The protein sequence of the target gene is MTTAQRDSLLWKLAGLLRESGDVVLSGCSTLSLLTPTLQQLNHVFELHLGPWGPGQTGFVALPSHPADSPVILQLQFLFDVLQKTLSLKLVHVAGPGPTGPIKIFPFKSLRHLELRGVPLHCLHGLRGIYSQLETLICSRSLQALEELLSACGGDFCSALPWLALLSANFSYNALTALDSSLRLLSALRFLNLSHNQVQDCQGFLMDLCELHHLDISYNRLHLVPRMGPSGAALGVLILRGNELRSLHGLEQLRNLRHLDLAYNLLEGHRELSPLWLLAELRKLYLEGNPLWFHPEHRAA.... Result: 0 (no interaction).